Predict the reaction yield, written as a fraction of the theoretical maximum amount of product (1.0 means a 100% yield; for example, 0.34 means a 34% yield). From a dataset of Reaction yield outcomes from USPTO patents with 853,638 reactions. (1) The reactants are [NH2:1][CH:2]1[CH2:7][CH2:6][N:5]([CH2:8][CH2:9][N:10]2[C:15](=[O:16])[CH2:14][O:13][C:12]3[CH:17]=[CH:18][C:19]([Br:21])=[N:20][C:11]2=3)[CH2:4][CH2:3]1.[O:22]=[C:23]1[CH2:28][O:27][C:26]2[CH:29]=[CH:30][C:31]([CH:33]=O)=[N:32][C:25]=2[NH:24]1.C([BH3-])#N.[Na+]. No catalyst specified. The product is [Br:21][C:19]1[CH:18]=[CH:17][C:12]2[O:13][CH2:14][C:15](=[O:16])[N:10]([CH2:9][CH2:8][N:5]3[CH2:6][CH2:7][CH:2]([NH:1][CH2:33][C:31]4[CH:30]=[CH:29][C:26]5[O:27][CH2:28][C:23](=[O:22])[NH:24][C:25]=5[N:32]=4)[CH2:3][CH2:4]3)[C:11]=2[N:20]=1. The yield is 0.640. (2) The reactants are [O:1]=[C:2]([N:13]1[CH2:18][CH2:17][N:16]([C:19]2[C:24]([C:25]3[CH:30]=[CH:29][CH:28]=[CH:27][CH:26]=3)=[CH:23][N:22]=[C:21]3[NH:31][CH:32]=[CH:33][C:20]=23)[CH2:15][CH2:14]1)[CH2:3][CH2:4][NH:5]C(=O)OC(C)(C)C.C(O)(C(F)(F)F)=O. The catalyst is C(Cl)Cl. The product is [NH2:5][CH2:4][CH2:3][C:2]([N:13]1[CH2:18][CH2:17][N:16]([C:19]2[C:24]([C:25]3[CH:30]=[CH:29][CH:28]=[CH:27][CH:26]=3)=[CH:23][N:22]=[C:21]3[NH:31][CH:32]=[CH:33][C:20]=23)[CH2:15][CH2:14]1)=[O:1]. The yield is 0.990. (3) The reactants are [F:1][C:2]1[CH:26]=[CH:25][C:5]([CH2:6][N:7]2[C:11]3=[CH:12][N:13]=[C:14]([C:20]([O:22]CC)=[O:21])[C:15]([CH2:16][CH2:17][CH2:18][OH:19])=[C:10]3[CH:9]=[CH:8]2)=[CH:4][CH:3]=1.[OH-].[Na+].Cl. The catalyst is CO.O. The product is [F:1][C:2]1[CH:3]=[CH:4][C:5]([CH2:6][N:7]2[C:11]3=[CH:12][N:13]=[C:14]([C:20]([OH:22])=[O:21])[C:15]([CH2:16][CH2:17][CH2:18][OH:19])=[C:10]3[CH:9]=[CH:8]2)=[CH:25][CH:26]=1. The yield is 0.950. (4) The reactants are [OH:1][C:2]1[CH:3]=[CH:4][C:5]2[C:9]([C:10]([O:12][CH3:13])=[O:11])=[C:8]([CH3:14])[S:7][C:6]=2[CH:15]=1.Cl[C:17]1[CH:22]=[CH:21][N:20]=[C:19]2[CH:23]=[C:24]([C:26]([N:28]3[CH2:32][CH2:31][CH2:30][C@H:29]3[CH2:33][O:34][CH3:35])=[O:27])[S:25][C:18]=12.C([O-])([O-])=O.[Cs+].[Cs+]. No catalyst specified. The product is [CH3:35][O:34][CH2:33][C@@H:29]1[CH2:30][CH2:31][CH2:32][N:28]1[C:26]([C:24]1[S:25][C:18]2[C:19](=[N:20][CH:21]=[CH:22][C:17]=2[O:1][C:2]2[CH:3]=[CH:4][C:5]3[C:9]([C:10]([O:12][CH3:13])=[O:11])=[C:8]([CH3:14])[S:7][C:6]=3[CH:15]=2)[CH:23]=1)=[O:27]. The yield is 0.400. (5) The reactants are F[C:2]1[C:7]([F:8])=[CH:6][CH:5]=[C:4]([F:9])[N:3]=1.[CH3:10][OH:11].C[O-].[Na+]. The catalyst is O. The product is [F:8][C:7]1[C:2]([O:11][CH3:10])=[N:3][C:4]([F:9])=[CH:5][CH:6]=1. The yield is 0.690.